This data is from Reaction yield outcomes from USPTO patents with 853,638 reactions. The task is: Predict the reaction yield, written as a fraction of the theoretical maximum amount of product (1.0 means a 100% yield; for example, 0.34 means a 34% yield). (1) The reactants are [Cl:1][C:2]1[CH:3]=[C:4]([CH:29]=[CH:30][CH:31]=1)[CH2:5][NH:6][C:7]1[CH:8]=[C:9]([N:16]2[CH2:21][CH2:20][N:19](C(OC(C)(C)C)=O)[CH2:18][CH2:17]2)[CH:10]=[CH:11][C:12]=1[N+:13]([O-:15])=[O:14].Cl. The catalyst is ClCCl.C(OCC)C. The product is [ClH:1].[Cl:1][C:2]1[CH:3]=[C:4]([CH:29]=[CH:30][CH:31]=1)[CH2:5][NH:6][C:7]1[CH:8]=[C:9]([N:16]2[CH2:21][CH2:20][NH:19][CH2:18][CH2:17]2)[CH:10]=[CH:11][C:12]=1[N+:13]([O-:15])=[O:14]. The yield is 0.390. (2) The reactants are [N:1]1[CH:6]=[CH:5][CH:4]=[N:3][C:2]=1[N:7]1[CH2:12][CH2:11][CH:10]([OH:13])[CH2:9][CH2:8]1.CC(C)([O-])C.[K+].[F:20][C:21]1[CH:26]=[C:25]([F:27])[CH:24]=[CH:23][C:22]=1[C@@:28]1([CH2:32][N:33]2[CH:37]=[N:36][CH:35]=[N:34]2)[C@@H:30]([CH3:31])[O:29]1.C(=O)([O-])[O-].[Ca+2]. The catalyst is CN(C)C=O.C(OCC)(=O)C. The product is [F:20][C:21]1[CH:26]=[C:25]([F:27])[CH:24]=[CH:23][C:22]=1[C@:28]([OH:29])([C@H:30]([O:13][CH:10]1[CH2:9][CH2:8][N:7]([C:2]2[N:3]=[CH:4][CH:5]=[CH:6][N:1]=2)[CH2:12][CH2:11]1)[CH3:31])[CH2:32][N:33]1[CH:37]=[N:36][CH:35]=[N:34]1. The yield is 0.210. (3) The reactants are [OH:1][C:2]1[CH:10]=[CH:9][C:5]([C:6]([OH:8])=[O:7])=[CH:4][CH:3]=1.[Si:11](Cl)([C:14]([CH3:17])([CH3:16])[CH3:15])([CH3:13])[CH3:12].N1C=CN=C1.C(=O)([O-])[O-].[K+].[K+]. The catalyst is CN(C)C=O.O.CO.C(OCC)C. The product is [Si:11]([O:1][C:2]1[CH:10]=[CH:9][C:5]([C:6]([OH:8])=[O:7])=[CH:4][CH:3]=1)([C:14]([CH3:17])([CH3:16])[CH3:15])([CH3:13])[CH3:12]. The yield is 0.630. (4) The reactants are [N+:1]([C:4]1[CH:9]=[CH:8][C:7](/[C:10](/[CH3:16])=[CH:11]/[C:12]([O:14][CH3:15])=[O:13])=[CH:6][CH:5]=1)([O-])=O.[Cl-].[NH4+].O.O1CCCC1. The catalyst is [Fe].CO. The product is [NH2:1][C:4]1[CH:5]=[CH:6][C:7](/[C:10](/[CH3:16])=[CH:11]/[C:12]([O:14][CH3:15])=[O:13])=[CH:8][CH:9]=1. The yield is 0.940. (5) The reactants are [Li+].[BH4-].CO.C([O:7][C:8](=O)[C:9]([CH3:39])([CH3:38])[CH2:10][C:11]1[CH:16]=[CH:15][CH:14]=[C:13]([C:17]2([C:23]3[CH:28]=[CH:27][CH:26]=[C:25]([CH2:29][C:30]([C:33](OCC)=[O:34])([CH3:32])[CH3:31])[CH:24]=3)[S:22][CH2:21][CH2:20][CH2:19][S:18]2)[CH:12]=1)C.[NH4+].[Cl-]. The catalyst is C(Cl)Cl. The product is [OH:7][CH2:8][C:9]([CH3:39])([CH3:38])[CH2:10][C:11]1[CH:12]=[C:13]([C:17]2([C:23]3[CH:24]=[C:25]([CH2:29][C:30]([CH3:32])([CH3:31])[CH2:33][OH:34])[CH:26]=[CH:27][CH:28]=3)[S:18][CH2:19][CH2:20][CH2:21][S:22]2)[CH:14]=[CH:15][CH:16]=1. The yield is 0.850.